This data is from Catalyst prediction with 721,799 reactions and 888 catalyst types from USPTO. The task is: Predict which catalyst facilitates the given reaction. (1) Reactant: [F:1][C:2]1[CH:7]=[C:6]([I:8])[CH:5]=[CH:4][C:3]=1[NH:9][C:10]1[C:11]([C:15]([O:17]C)=[O:16])=[CH:12][S:13][CH:14]=1.[OH-].[Li+]. Product: [F:1][C:2]1[CH:7]=[C:6]([I:8])[CH:5]=[CH:4][C:3]=1[NH:9][C:10]1[C:11]([C:15]([OH:17])=[O:16])=[CH:12][S:13][CH:14]=1. The catalyst class is: 193. (2) Reactant: [CH3:1][CH:2]1[N:7]([C:8]([O:10][CH2:11][CH:12]=[CH2:13])=[O:9])[CH2:6][C:5]([C:14]([O:16]C)=O)=[CH:4][CH2:3]1.Br[CH2:19][Cl:20].C([Li])CCC.CCCCCC.P([O-])([O-])([O-])=O. Product: [Cl:20][CH2:19][C:14]([C:5]1[CH2:6][N:7]([C:8]([O:10][CH2:11][CH:12]=[CH2:13])=[O:9])[CH:2]([CH3:1])[CH2:3][CH:4]=1)=[O:16]. The catalyst class is: 56. (3) Reactant: [NH2:1][C:2]1[CH:3]=[N:4][C:5]2[C:10]([C:11]=1[NH:12][C:13]1[CH:18]=[CH:17][C:16]([C:19]([CH3:23])([CH3:22])[C:20]#[N:21])=[CH:15][CH:14]=1)=[CH:9][C:8]([Cl:24])=[CH:7][CH:6]=2.C(N(CC)CC)C.Cl[C:33](Cl)([O:35]C(=O)OC(Cl)(Cl)Cl)Cl. Product: [Cl:24][C:8]1[CH:7]=[CH:6][C:5]2[N:4]=[CH:3][C:2]3[NH:1][C:33](=[O:35])[N:12]([C:13]4[CH:14]=[CH:15][C:16]([C:19]([CH3:22])([CH3:23])[C:20]#[N:21])=[CH:17][CH:18]=4)[C:11]=3[C:10]=2[CH:9]=1. The catalyst class is: 2.